Dataset: Full USPTO retrosynthesis dataset with 1.9M reactions from patents (1976-2016). Task: Predict the reactants needed to synthesize the given product. (1) Given the product [C:12]([O:16][C:17]([CH2:18][S:8][C:5]([CH3:7])([CH3:6])[C@H:4]([NH:3][C:17]([O:16][CH2:12][CH3:13])=[O:20])[C:9]([OH:11])=[O:10])=[O:20])([CH3:15])([CH3:14])[CH3:13], predict the reactants needed to synthesize it. The reactants are: [H-].[Na+].[NH2:3][C@@H:4]([C:9]([OH:11])=[O:10])[C:5]([SH:8])([CH3:7])[CH3:6].[C:12]([O:16][C:17](=[O:20])[CH2:18]Br)([CH3:15])([CH3:14])[CH3:13].Cl. (2) Given the product [OH:1][C:2]1[CH:33]=[CH:32][C:5]([C:6]([N:8]2[C:16]3[C:11](=[C:12]([NH:18][C:19](=[O:31])[CH2:20][C:21]([OH:23])=[O:22])[CH:13]=[CH:14][C:15]=3[CH3:17])[CH:10]=[CH:9]2)=[O:7])=[CH:4][C:3]=1[CH:34]([CH3:36])[CH3:35], predict the reactants needed to synthesize it. The reactants are: [OH:1][C:2]1[CH:33]=[CH:32][C:5]([C:6]([N:8]2[C:16]3[C:11](=[C:12]([NH:18][C:19](=[O:31])[CH2:20][C:21]([O:23]CC4C=CC=CC=4)=[O:22])[CH:13]=[CH:14][C:15]=3[CH3:17])[CH:10]=[CH:9]2)=[O:7])=[CH:4][C:3]=1[CH:34]([CH3:36])[CH3:35].[H][H]. (3) The reactants are: [CH2:1]([C:4]1[C:9]([Cl:10])=[CH:8][C:7]([C:11]2[N:15]=[C:14]([C:16]3[N:17]=[C:18]4[C:23]([Cl:24])=[CH:22][C:21]([C:25]([F:28])([F:27])[F:26])=[CH:20][N:19]4[CH:29]=3)[O:13][N:12]=2)=[C:6]([Cl:30])[CH:5]=1)C=C.C[N+]1([O-])CC[O:35]CC1.CC[O:41][CH2:42][CH3:43]. Given the product [Cl:10][C:9]1[CH:8]=[C:7]([C:11]2[N:15]=[C:14]([C:16]3[N:17]=[C:18]4[C:23]([Cl:24])=[CH:22][C:21]([C:25]([F:28])([F:26])[F:27])=[CH:20][N:19]4[CH:29]=3)[O:13][N:12]=2)[C:6]([Cl:30])=[CH:5][C:4]=1[CH2:1][CH:42]([OH:41])[CH2:43][OH:35], predict the reactants needed to synthesize it.